From a dataset of Reaction yield outcomes from USPTO patents with 853,638 reactions. Predict the reaction yield, written as a fraction of the theoretical maximum amount of product (1.0 means a 100% yield; for example, 0.34 means a 34% yield). (1) The reactants are C(NCC)C.C([Li])CCC.[CH2:11]([Sn:15](Cl)([CH2:20][CH2:21][CH2:22][CH3:23])[CH2:16][CH2:17][CH2:18][CH3:19])[CH2:12][CH2:13][CH3:14].[O:25]1[CH2:29]C[CH2:27][CH2:26]1. No catalyst specified. The product is [CH2:11]([Sn:15]([CH2:20][CH2:21][CH2:22][CH3:23])([CH2:16][CH2:17][CH2:18][CH3:19])[C:27]#[C:26][O:25][CH3:29])[CH2:12][CH2:13][CH3:14]. The yield is 0.780. (2) The reactants are [NH2:1][C:2]1[CH:7]=[C:6]([F:8])[C:5]([CH:9]([CH3:13])[C:10]([OH:12])=[O:11])=[C:4]([F:14])[CH:3]=1.O[CH2:16][CH:17]([CH2:19]O)O.[N+]([C:24]1C=CC=CC=1)([O-])=O.S(=O)(=O)(O)O.S(Cl)(Cl)=O. No catalyst specified. The product is [F:14][C:4]1[C:5]([CH:9]([CH3:13])[C:10]([O:12][CH3:24])=[O:11])=[C:6]([F:8])[CH:7]=[C:2]2[C:3]=1[CH:16]=[CH:17][CH:19]=[N:1]2. The yield is 0.560. (3) The reactants are Cl.[OH:2][C:3]1[CH:12]=[C:11]2[C:6]([CH2:7][C@H:8]([C:13]([O:15][CH3:16])=[O:14])[NH:9][CH2:10]2)=[CH:5][CH:4]=1.[C:17]([Si:21](Cl)([CH3:23])[CH3:22])([CH3:20])([CH3:19])[CH3:18]. No catalyst specified. The product is [Si:21]([O:2][C:3]1[CH:12]=[C:11]2[C:6]([CH2:7][C@H:8]([C:13]([O:15][CH3:16])=[O:14])[NH:9][CH2:10]2)=[CH:5][CH:4]=1)([C:17]([CH3:20])([CH3:19])[CH3:18])([CH3:23])[CH3:22]. The yield is 0.790. (4) The reactants are C[O:2][C:3]([C:5]1[CH:10]=[CH:9][N:8]2[CH:11]=[N:12][CH:13]=[C:7]2[C:6]=1[NH:14][C:15]1[CH:20]=[CH:19][C:18]([CH:21]2[CH2:24][CH2:23][CH2:22]2)=[CH:17][C:16]=1[F:25])=[O:4].[OH-].[Na+]. The catalyst is O.C(O)(=O)C. The product is [CH:21]1([C:18]2[CH:19]=[CH:20][C:15]([NH:14][C:6]3[C:7]4[N:8]([CH:11]=[N:12][CH:13]=4)[CH:9]=[CH:10][C:5]=3[C:3]([OH:4])=[O:2])=[C:16]([F:25])[CH:17]=2)[CH2:22][CH2:23][CH2:24]1. The yield is 0.990.